This data is from Catalyst prediction with 721,799 reactions and 888 catalyst types from USPTO. The task is: Predict which catalyst facilitates the given reaction. (1) Reactant: [NH:1]([C:8]([O:10][C:11]([CH3:14])([CH3:13])[CH3:12])=[O:9])[C@H:2]([C:5]([OH:7])=[O:6])[CH2:3][OH:4].[H-].[Na+].[F:17][C:18]1[CH:23]=[CH:22][CH:21]=[C:20]([N+:24]([O-:26])=[O:25])[C:19]=1F.Cl. Product: [C:11]([O:10][C:8]([NH:1][C@@H:2]([CH2:3][O:4][C:19]1[C:20]([N+:24]([O-:26])=[O:25])=[CH:21][CH:22]=[CH:23][C:18]=1[F:17])[C:5]([OH:7])=[O:6])=[O:9])([CH3:14])([CH3:13])[CH3:12]. The catalyst class is: 18. (2) Reactant: [Li+].C[Si]([N-][Si](C)(C)C)(C)C.[CH2:11]([C@@:18]12[CH2:31][CH2:30][C@:29]([O:36][Si:37]([CH2:42][CH3:43])([CH2:40][CH3:41])[CH2:38][CH3:39])([C:32]([F:35])([F:34])[F:33])[CH2:28][C@H:27]1[CH:26]=[C:25]([CH3:44])[C:24]1[CH:23]=[C:22]([C:45](OC)=[O:46])[CH:21]=[CH:20][C:19]2=1)[C:12]1[CH:17]=[CH:16][CH:15]=[CH:14][CH:13]=1.[NH2:49][C:50]1[C:51]([CH3:56])=[N:52][CH:53]=[CH:54][CH:55]=1.C([O-])(O)=O.[Na+]. Product: [CH2:11]([C@@:18]12[CH2:31][CH2:30][C@:29]([O:36][Si:37]([CH2:42][CH3:43])([CH2:40][CH3:41])[CH2:38][CH3:39])([C:32]([F:34])([F:35])[F:33])[CH2:28][C@H:27]1[CH:26]=[C:25]([CH3:44])[C:24]1[CH:23]=[C:22]([C:45]([NH:49][C:50]3[C:51]([CH3:56])=[N:52][CH:53]=[CH:54][CH:55]=3)=[O:46])[CH:21]=[CH:20][C:19]2=1)[C:12]1[CH:17]=[CH:16][CH:15]=[CH:14][CH:13]=1. The catalyst class is: 226. (3) Reactant: [NH:1]1[C:5]2[CH:6]=[CH:7][CH:8]=[CH:9][C:4]=2[N:3]=[C:2]1[C:10]([N:12]([CH2:30][CH:31]([CH3:33])[CH3:32])[C@@H:13]1[CH2:18][N:17]([C:19]([O:21][C:22]([CH3:25])([CH3:24])[CH3:23])=[O:20])[CH2:16][C@H:15]([C:26]([O:28][CH3:29])=[O:27])[CH2:14]1)=[O:11].Br[CH2:35][CH2:36][C:37]1[CH:42]=[CH:41][CH:40]=[CH:39][CH:38]=1.C(=O)([O-])[O-].[Cs+].[Cs+]. Product: [CH3:32][CH:31]([CH3:33])[CH2:30][N:12]([C:10]([C:2]1[N:3]([CH2:35][CH2:36][C:37]2[CH:42]=[CH:41][CH:40]=[CH:39][CH:38]=2)[C:4]2[CH:9]=[CH:8][CH:7]=[CH:6][C:5]=2[N:1]=1)=[O:11])[C@@H:13]1[CH2:18][N:17]([C:19]([O:21][C:22]([CH3:23])([CH3:24])[CH3:25])=[O:20])[CH2:16][C@H:15]([C:26]([O:28][CH3:29])=[O:27])[CH2:14]1. The catalyst class is: 395. (4) Reactant: [NH2:1][C:2]1[CH:7]=[CH:6][C:5]([OH:8])=[CH:4][C:3]=1[N+:9]([O-])=O. Product: [NH2:9][C:3]1[CH:4]=[C:5]([OH:8])[CH:6]=[CH:7][C:2]=1[NH2:1]. The catalyst class is: 63. (5) Reactant: Cl.[F:2][C:3]1[CH:24]=[C:23]([NH:25][C:26]([NH:28][C:29](=[O:37])[CH2:30][C:31]2[CH:36]=[CH:35][CH:34]=[CH:33][CH:32]=2)=[S:27])[CH:22]=[CH:21][C:4]=1[O:5][C:6]1[C:15]2[C:10](=[CH:11][C:12]([O:19][CH3:20])=[C:13]([C:16]([OH:18])=O)[CH:14]=2)[N:9]=[CH:8][CH:7]=1.[CH3:38][NH2:39]. Product: [F:2][C:3]1[CH:24]=[C:23]([NH:25][C:26]([NH:28][C:29](=[O:37])[CH2:30][C:31]2[CH:32]=[CH:33][CH:34]=[CH:35][CH:36]=2)=[S:27])[CH:22]=[CH:21][C:4]=1[O:5][C:6]1[C:15]2[C:10](=[CH:11][C:12]([O:19][CH3:20])=[C:13]([C:16]([NH:39][CH3:38])=[O:18])[CH:14]=2)[N:9]=[CH:8][CH:7]=1. The catalyst class is: 7. (6) Reactant: [Cl:1][C:2]1[C:3]2[S:10][C:9]([C:11]#[CH:12])=[CH:8][C:4]=2[N:5]=[CH:6][N:7]=1.[CH3:13][Si:14]([CH2:17][N:18]=[N+:19]=[N-:20])([CH3:16])[CH3:15].CCN(C(C)C)C(C)C. Product: [Cl:1][C:2]1[C:3]2[S:10][C:9]([C:11]3[N:20]=[N:19][N:18]([CH2:17][Si:14]([CH3:16])([CH3:15])[CH3:13])[CH:12]=3)=[CH:8][C:4]=2[N:5]=[CH:6][N:7]=1. The catalyst class is: 122.